Dataset: Reaction yield outcomes from USPTO patents with 853,638 reactions. Task: Predict the reaction yield, written as a fraction of the theoretical maximum amount of product (1.0 means a 100% yield; for example, 0.34 means a 34% yield). (1) The reactants are Cl[C:2]1[CH:3]=[CH:4][C:5]2[N:6]([CH:8]=[CH:9][N:10]=2)[N:7]=1.[Cl:11][C:12]1[CH:13]=[C:14]([CH:17]=[CH:18][C:19]=1[Cl:20])[CH2:15][NH2:16]. No catalyst specified. The product is [Cl:11][C:12]1[CH:13]=[C:14]([CH:17]=[CH:18][C:19]=1[Cl:20])[CH2:15][NH:16][C:2]1[CH:3]=[CH:4][C:5]2[N:6]([CH:8]=[CH:9][N:10]=2)[N:7]=1. The yield is 0.900. (2) The reactants are [NH2:1][C:2]1[C:3]([C:9]([NH:11][NH2:12])=[O:10])=[N:4][C:5]([Br:8])=[CH:6][N:7]=1.[Br:13][CH2:14][C:15]1[CH:23]=[CH:22][C:18]([C:19](O)=O)=[CH:17][CH:16]=1.BrP(Br)(C1C=CC=CC=1)(C1C=CC=CC=1)C1C=CC=CC=1.CCN(C(C)C)C(C)C. The catalyst is CC#N. The product is [Br:8][C:5]1[N:4]=[C:3]([C:9]2[O:10][C:19]([C:18]3[CH:22]=[CH:23][C:15]([CH2:14][Br:13])=[CH:16][CH:17]=3)=[N:12][N:11]=2)[C:2]([NH2:1])=[N:7][CH:6]=1. The yield is 0.680. (3) The product is [C:1]([O:5][C:6](=[O:27])[C:7]1[CH:12]=[CH:11][C:10]([N:13]2[CH2:14][CH2:15][N:16]([CH3:19])[CH2:17][CH2:18]2)=[CH:9][C:8]=1[N:20]([CH:21]1[CH2:22][CH2:23][O:24][CH2:25][CH2:26]1)[C:37](=[O:38])[C:36]([F:47])([F:46])[F:35])([CH3:4])([CH3:2])[CH3:3]. The yield is 0.730. The catalyst is ClCCl. The reactants are [C:1]([O:5][C:6](=[O:27])[C:7]1[CH:12]=[CH:11][C:10]([N:13]2[CH2:18][CH2:17][N:16]([CH3:19])[CH2:15][CH2:14]2)=[CH:9][C:8]=1[NH:20][CH:21]1[CH2:26][CH2:25][O:24][CH2:23][CH2:22]1)([CH3:4])([CH3:3])[CH3:2].C(N(CC)CC)C.[F:35][C:36]([F:47])([F:46])[C:37](O[C:37](=[O:38])[C:36]([F:47])([F:46])[F:35])=[O:38].O.